This data is from Reaction yield outcomes from USPTO patents with 853,638 reactions. The task is: Predict the reaction yield, written as a fraction of the theoretical maximum amount of product (1.0 means a 100% yield; for example, 0.34 means a 34% yield). (1) The reactants are [Cl:1][C:2]1[N:7]=[C:6]([NH2:8])[CH:5]=[CH:4][CH:3]=1.C(N(CC)CC)C.[CH3:16][C:17]([CH3:22])([CH3:21])[C:18](Cl)=[O:19].Cl. The catalyst is C1(C)C=CC=CC=1. The product is [Cl:1][C:2]1[N:7]=[C:6]([NH:8][C:18](=[O:19])[C:17]([CH3:22])([CH3:21])[CH3:16])[CH:5]=[CH:4][CH:3]=1. The yield is 0.920. (2) The catalyst is CS(C)=O.O. The yield is 0.540. The reactants are [I-].[CH3:2][S+](C)(C)=O.[H-].[Na+].[Cl:9][C:10]1[CH:11]=[C:12]2[C:16](=[CH:17][CH:18]=1)[N:15]([C:19]1[N:23]([CH3:24])[N:22]=[C:21]([CH3:25])[C:20]=1/[CH:26]=[CH:27]/[C:28]([O:30][C:31]([CH3:34])([CH3:33])[CH3:32])=[O:29])[CH:14]=[CH:13]2.[Cl-].[NH4+]. The product is [Cl:9][C:10]1[CH:11]=[C:12]2[C:16](=[CH:17][CH:18]=1)[N:15]([C:19]1[N:23]([CH3:24])[N:22]=[C:21]([CH3:25])[C:20]=1[C@@H:26]1[CH2:2][C@H:27]1[C:28]([O:30][C:31]([CH3:34])([CH3:33])[CH3:32])=[O:29])[CH:14]=[CH:13]2.